From a dataset of Forward reaction prediction with 1.9M reactions from USPTO patents (1976-2016). Predict the product of the given reaction. (1) Given the reactants [I:1][C:2]1[CH:11]=[CH:10][CH:9]=[CH:8][C:3]=1[C:4]([O:6][CH3:7])=[O:5].[Br:12]N1C(=O)CCC1=O.OS(O)(=O)=O, predict the reaction product. The product is: [Br:12][C:9]1[CH:10]=[CH:11][C:2]([I:1])=[C:3]([CH:8]=1)[C:4]([O:6][CH3:7])=[O:5]. (2) Given the reactants [CH2:1]([NH:8][C:9]([N:11]1[CH:16]2[C@H:17]([CH3:41])[N:18]([CH2:30][C:31]3[CH:32]=[CH:33][CH:34]=[C:35]4[C:40]=3[N:39]=[CH:38][CH:37]=[CH:36]4)[C:19](=[O:29])[C@H:20]([CH2:21][C:22]3[CH:27]=[CH:26][C:25]([OH:28])=[CH:24][CH:23]=3)[N:15]2[C:14](=[O:42])[CH2:13][N:12]1[CH3:43])=[O:10])[C:2]1[CH:7]=[CH:6][CH:5]=[CH:4][CH:3]=1.C(N(CC)CC)C.[N:51]([CH:54]([CH:65]([CH3:67])[CH3:66])[C:55]([O:57][CH2:58][C:59]1[CH:64]=[CH:63][CH:62]=[CH:61][CH:60]=1)=[O:56])=[C:52]=[O:53], predict the reaction product. The product is: [CH2:1]([NH:8][C:9]([N:11]1[CH:16]2[C@H:17]([CH3:41])[N:18]([CH2:30][C:31]3[CH:32]=[CH:33][CH:34]=[C:35]4[C:40]=3[N:39]=[CH:38][CH:37]=[CH:36]4)[C:19](=[O:29])[C@H:20]([CH2:21][C:22]3[CH:23]=[CH:24][C:25]([O:28][C:52]([NH:51][CH:54]([CH:65]([CH3:67])[CH3:66])[C:55]([O:57][CH2:58][C:59]4[CH:64]=[CH:63][CH:62]=[CH:61][CH:60]=4)=[O:56])=[O:53])=[CH:26][CH:27]=3)[N:15]2[C:14](=[O:42])[CH2:13][N:12]1[CH3:43])=[O:10])[C:2]1[CH:3]=[CH:4][CH:5]=[CH:6][CH:7]=1. (3) Given the reactants S(Cl)(Cl)=O.[NH2:5][C:6]1[C:7]([C:11]([OH:13])=[O:12])=[N:8][S:9][CH:10]=1.[CH3:14]O, predict the reaction product. The product is: [CH3:14][O:12][C:11]([C:7]1[C:6]([NH2:5])=[CH:10][S:9][N:8]=1)=[O:13]. (4) Given the reactants COC1C=CC([NH:9][C:10]2[CH:11]=[C:12]([N:16]([CH2:24][C:25]3[CH:30]=[CH:29][CH:28]=[C:27]([O:31][C:32]([F:37])([F:36])[CH:33]([F:35])[F:34])[CH:26]=3)[CH2:17][CH:18]([OH:23])[C:19]([F:22])([F:21])[F:20])[CH:13]=[CH:14][CH:15]=2)=CC=1.CI.C(=O)([O-])[O-].[Cs+].[Cs+].[CH3:46][O:47][C:48]1[CH:53]=[CH:52][C:51]([CH2:54]NC2C=C(CC(NCC3C=CC=C(OC(F)(F)C(F)F)C=3)(O)C(F)(F)F)C=CC=2)=[CH:50][CH:49]=1, predict the reaction product. The product is: [CH3:46][O:47][C:48]1[CH:53]=[CH:52][C:51]([CH2:54][NH:9][C:10]2[CH:11]=[C:12]([N:16]([CH2:24][C:25]3[CH:30]=[CH:29][CH:28]=[C:27]([O:31][C:32]([F:37])([F:36])[CH:33]([F:34])[F:35])[CH:26]=3)[CH2:17][CH:18]([OH:23])[C:19]([F:22])([F:20])[F:21])[CH:13]=[CH:14][CH:15]=2)=[CH:50][CH:49]=1. (5) Given the reactants [CH2:1]([C:3]1[CH:8]=[CH:7][C:6]([OH:9])=[CH:5][CH:4]=1)[CH3:2].BrN1[C:15](=[O:16])[CH2:14][CH2:13]C1=O.[Br:18]C1C=C(CC)C=CC=1O.C(=O)([O-])[O-].[K+].[K+].C(Br)C=C.C(OCC=C)C=C.C(C1C=C(CC)C=C(Br)C=1O)C=C.ClC1C=C(C=CC=1)C(OO)=O, predict the reaction product. The product is: [Br:18][C:7]1[C:6]2[O:9][CH:14]([CH2:15][OH:16])[CH2:13][C:5]=2[CH:4]=[C:3]([CH2:1][CH3:2])[CH:8]=1. (6) Given the reactants OS(O)(=O)=O.[CH2:6]([O:9][C:10]([C:12]1[S:16][C:15]([Cl:17])=[N:14][C:13]=1[CH2:18][OH:19])=[O:11])[CH:7]=[CH2:8].C([OH:23])(C)C, predict the reaction product. The product is: [CH2:6]([O:9][C:10]([C:12]1[S:16][C:15]([Cl:17])=[N:14][C:13]=1[C:18]([OH:23])=[O:19])=[O:11])[CH:7]=[CH2:8]. (7) Given the reactants [Br:1][C:2]1[C:7](=[O:8])[N:6]([C:9]2[CH:10]=[C:11]([CH:18]=[CH:19][C:20]=2[CH3:21])[C:12](N(OC)C)=[O:13])[C:5]([CH3:22])=[N:4][C:3]=1[O:23][CH2:24][C:25]1[N:26]=[C:27]([CH3:30])[S:28][CH:29]=1.[C:31]([Mg]Cl)#[CH:32], predict the reaction product. The product is: [Br:1][C:2]1[C:7](=[O:8])[N:6]([C:9]2[CH:10]=[C:11]([C:12](=[O:13])[C:31]#[CH:32])[CH:18]=[CH:19][C:20]=2[CH3:21])[C:5]([CH3:22])=[N:4][C:3]=1[O:23][CH2:24][C:25]1[N:26]=[C:27]([CH3:30])[S:28][CH:29]=1. (8) Given the reactants CO[C:3]([CH2:5][CH:6]([NH:16][C:17]([CH3:24])=[CH:18][C:19]([O:21][CH2:22][CH3:23])=[O:20])[CH2:7][C:8]1[C:13]([Cl:14])=[CH:12][CH:11]=[CH:10][C:9]=1[Cl:15])=[O:4].CC(C)([O-])C.[K+], predict the reaction product. The product is: [Cl:14][C:13]1[CH:12]=[CH:11][CH:10]=[C:9]([Cl:15])[C:8]=1[CH2:7][CH:6]1[NH:16][C:17]([CH3:24])=[C:18]([C:19]([O:21][CH2:22][CH3:23])=[O:20])[C:3](=[O:4])[CH2:5]1. (9) The product is: [CH3:30][C:2](=[CH2:1])[C:3]([N:5]1[C@@:9]2([CH2:13][CH2:12][N:11]([C@@H:14]([C:19]([OH:21])=[O:20])[CH2:15][CH:16]([CH3:18])[CH3:17])[C:10]2=[O:29])[CH2:8][CH2:7][CH2:6]1)=[O:4]. Given the reactants [CH3:1][C:2](=[CH2:30])[C:3]([N:5]1[C@@:9]2([CH2:13][CH2:12][N:11]([C@@H:14]([C:19]([O:21]CC3C=CC=CC=3)=[O:20])[CH2:15][CH:16]([CH3:18])[CH3:17])[C:10]2=[O:29])[CH2:8][CH2:7][CH2:6]1)=[O:4].[OH-].[Na+].O, predict the reaction product.